Predict the reactants needed to synthesize the given product. From a dataset of Full USPTO retrosynthesis dataset with 1.9M reactions from patents (1976-2016). Given the product [Cl:34][C:18]1[C:19]([NH:21][C:22]2[C:31]([CH3:32])=[CH:30][C:29]([CH3:33])=[CH:28][C:23]=2[C:24]([NH:26][CH3:27])=[O:25])=[N:20][C:15]([NH:1][C:2]2[CH:13]=[CH:12][C:5]3[CH2:6][C:7](=[O:11])[NH:8][CH2:9][CH2:10][C:4]=3[CH:3]=2)=[N:16][CH:17]=1, predict the reactants needed to synthesize it. The reactants are: [NH2:1][C:2]1[CH:13]=[CH:12][C:5]2[CH2:6][C:7](=[O:11])[NH:8][CH2:9][CH2:10][C:4]=2[CH:3]=1.Cl[C:15]1[N:20]=[C:19]([NH:21][C:22]2[C:31]([CH3:32])=[CH:30][C:29]([CH3:33])=[CH:28][C:23]=2[C:24]([NH:26][CH3:27])=[O:25])[C:18]([Cl:34])=[CH:17][N:16]=1.